This data is from Full USPTO retrosynthesis dataset with 1.9M reactions from patents (1976-2016). The task is: Predict the reactants needed to synthesize the given product. Given the product [CH2:1]([O:8][C:9]([NH:11][C@H:12]([C:27]([O:29][C:2]([CH3:7])([CH3:3])[CH3:1])=[O:28])[CH2:13][C:14]1[CH:15]=[CH:16][C:17]([C:20]([O:22][C:23]([CH3:25])([CH3:24])[CH3:26])=[O:21])=[CH:18][CH:19]=1)=[O:10])[C:2]1[CH:3]=[CH:4][CH:5]=[CH:6][CH:7]=1, predict the reactants needed to synthesize it. The reactants are: [CH2:1]([O:8][C:9]([NH:11][C@H:12]([C:27]([OH:29])=[O:28])[CH2:13][C:14]1[CH:19]=[CH:18][C:17]([C:20]([O:22][C:23]([CH3:26])([CH3:25])[CH3:24])=[O:21])=[CH:16][CH:15]=1)=[O:10])[C:2]1[CH:7]=[CH:6][CH:5]=[CH:4][CH:3]=1.O.